Predict which catalyst facilitates the given reaction. From a dataset of Catalyst prediction with 721,799 reactions and 888 catalyst types from USPTO. (1) Reactant: [Br:1][C:2]1[CH:3]=[C:4]2[C:8](=[CH:9][CH:10]=1)[NH:7][CH:6]=[CH:5]2.[Sn](Cl)(Cl)(Cl)Cl.[CH3:16][O:17]C(Cl)Cl.Cl. Product: [Br:1][C:2]1[CH:3]=[C:4]2[C:8](=[CH:9][CH:10]=1)[NH:7][CH:6]=[C:5]2[CH:16]=[O:17]. The catalyst class is: 4. (2) Reactant: [CH3:1][O:2][C:3](=[O:15])[C:4]1[CH:9]=[CH:8][C:7](Br)=[C:6]([C:11]([F:14])([F:13])[F:12])[CH:5]=1.[C:16]([O:20][C:21]([N:23]1[CH2:28][CH:27]=[C:26](B2OC(C)(C)C(C)(C)O2)[CH2:25][CH2:24]1)=[O:22])([CH3:19])([CH3:18])[CH3:17].C(=O)([O-])[O-].[K+].[K+]. Product: [C:16]([O:20][C:21]([N:23]1[CH2:24][CH:25]=[C:26]([C:7]2[CH:8]=[CH:9][C:4]([C:3]([O:2][CH3:1])=[O:15])=[CH:5][C:6]=2[C:11]([F:14])([F:13])[F:12])[CH2:27][CH2:28]1)=[O:22])([CH3:19])([CH3:17])[CH3:18]. The catalyst class is: 77. (3) Reactant: [NH2:1][C:2]1[CH:7]=[CH:6][C:5]([OH:8])=[C:4]([Cl:9])[C:3]=1[F:10].CC([O-])(C)C.[K+].[Cl:17][C:18]1[CH:23]=[C:22](Cl)[CH:21]=[CH:20][N:19]=1. Product: [Cl:9][C:4]1[C:3]([F:10])=[C:2]([CH:7]=[CH:6][C:5]=1[O:8][C:22]1[CH:21]=[CH:20][N:19]=[C:18]([Cl:17])[CH:23]=1)[NH2:1]. The catalyst class is: 44. (4) Reactant: [NH2:1][C@H:2]1[C@H:7]2[C@@H:3]1[O:4][C:5]1[CH:11]=[CH:10][C:9]([O:12][C:13]3[C:22]4[CH2:21][O:20][C:19](=[O:23])[NH:18][C:17]=4[N:16]=[CH:15][CH:14]=3)=[CH:8][C:6]=12.[CH2:24]([N:26]1[CH2:31][CH2:30][N:29]([CH2:32][C:33]2[CH:41]=[CH:40][C:36]([C:37](O)=[O:38])=[CH:35][C:34]=2[C:42]([F:45])([F:44])[F:43])[CH2:28][CH2:27]1)[CH3:25].CN(C(ON1N=NC2C=CC=NC1=2)=[N+](C)C)C.F[P-](F)(F)(F)(F)F.CCN(C(C)C)C(C)C. Product: [CH2:24]([N:26]1[CH2:27][CH2:28][N:29]([CH2:32][C:33]2[CH:41]=[CH:40][C:36]([C:37]([NH:1][C@H:2]3[C@H:7]4[C@@H:3]3[O:4][C:5]3[CH:11]=[CH:10][C:9]([O:12][C:13]5[C:22]6[CH2:21][O:20][C:19](=[O:23])[NH:18][C:17]=6[N:16]=[CH:15][CH:14]=5)=[CH:8][C:6]=34)=[O:38])=[CH:35][C:34]=2[C:42]([F:45])([F:43])[F:44])[CH2:30][CH2:31]1)[CH3:25]. The catalyst class is: 3. (5) Reactant: Cl.[C:2]1([CH3:10])[CH:7]=[CH:6][CH:5]=[CH:4][C:3]=1[NH:8][NH2:9].C(Cl)(Cl)(Cl)Cl.C(N(CC)CC)C.CO[C:25](=[N:29][C:30](=O)[C:31]1[CH:36]=[CH:35][CH:34]=[CH:33][CH:32]=1)[CH:26]([CH3:28])[CH3:27]. Product: [CH:26]([C:25]1[N:29]=[C:30]([C:31]2[CH:36]=[CH:35][CH:34]=[CH:33][CH:32]=2)[N:8]([C:3]2[CH:4]=[CH:5][CH:6]=[CH:7][C:2]=2[CH3:10])[N:9]=1)([CH3:28])[CH3:27]. The catalyst class is: 6. (6) Reactant: C(N(CC)CC)C.[C:8](Cl)(=[O:10])[CH3:9].Cl.[CH3:13][N:14]([CH3:32])[C@H:15]1[CH2:20][CH2:19][C@H:18]([O:21][C:22]2[C:23]([CH3:31])=[C:24]3[C:28](=[CH:29][CH:30]=2)[NH:27][N:26]=[CH:25]3)[CH2:17][CH2:16]1. Product: [C:8]([N:27]1[C:28]2[C:24](=[C:23]([CH3:31])[C:22]([O:21][C@H:18]3[CH2:17][CH2:16][C@H:15]([N:14]([CH3:32])[CH3:13])[CH2:20][CH2:19]3)=[CH:30][CH:29]=2)[CH:25]=[N:26]1)(=[O:10])[CH3:9]. The catalyst class is: 35.